From a dataset of Reaction yield outcomes from USPTO patents with 853,638 reactions. Predict the reaction yield, written as a fraction of the theoretical maximum amount of product (1.0 means a 100% yield; for example, 0.34 means a 34% yield). (1) The reactants are [N+:1]([C:4]1[C:13]2[C:8](=[CH:9][CH:10]=[CH:11][CH:12]=2)[C:7]([OH:14])=[CH:6][CH:5]=1)([O-:3])=[O:2].C1(P(C2C=CC=CC=2)C2C=CC=CC=2)C=CC=CC=1.[NH2:34][C:35]1[CH:40]=[C:39]([CH2:41]O)[CH:38]=[CH:37][N:36]=1.N(C(OC(C)C)=O)=NC(OC(C)C)=O. The catalyst is C1COCC1. The product is [NH2:34][C:35]1[CH:40]=[C:39]([CH2:41][O:14][C:7]2[C:8]3[C:13](=[CH:12][CH:11]=[CH:10][CH:9]=3)[C:4]([N+:1]([O-:3])=[O:2])=[CH:5][CH:6]=2)[CH:38]=[CH:37][N:36]=1. The yield is 0.560. (2) The reactants are [C:1]([O:5][C:6]([N:8]1[CH2:12][CH2:11][CH2:10][C@@H:9]1[CH2:13][O:14][C:15]1[CH:20]=[CH:19][C:18]([OH:21])=[CH:17][CH:16]=1)=[O:7])([CH3:4])([CH3:3])[CH3:2].[CH3:22][O:23][C:24]1[CH:25]=[C:26]([CH:29]=[CH:30][CH:31]=1)[CH2:27]Br. No catalyst specified. The product is [C:1]([O:5][C:6]([N:8]1[CH2:12][CH2:11][CH2:10][C@@H:9]1[CH2:13][O:14][C:15]1[CH:20]=[CH:19][C:18]([O:21][CH2:27][C:26]2[CH:29]=[CH:30][CH:31]=[C:24]([O:23][CH3:22])[CH:25]=2)=[CH:17][CH:16]=1)=[O:7])([CH3:4])([CH3:2])[CH3:3]. The yield is 0.530. (3) The reactants are [H-].[Na+].[I-].[Na+].[CH3:5]N(C)P(N(C)C)(N(C)C)=O.Cl[CH2:17][S:18][CH2:19][O:20][CH2:21]SCCl.[CH2:25]1[CH2:29]O[CH2:27][CH2:26]1. No catalyst specified. The product is [CH3:17][S:18][CH2:19][O:20][C:21]1[CH:5]=[CH:29][CH:25]=[CH:26][CH:27]=1. The yield is 0.890. (4) The reactants are CC(O[C:6]([NH:8][C@@H:9]([CH2:19][C:20]1[CH:25]=[CH:24][C:23]([C:26]2[N:27]=[C:28]3[C:33]([CH3:34])=[CH:32][CH:31]=[CH:30][N:29]3[CH:35]=2)=[CH:22][CH:21]=1)[CH2:10][CH2:11][C:12]([O:14]C(C)(C)C)=[O:13])=[O:7])(C)C.FC(F)(F)C(O)=O.C([SiH](CC)CC)C.C(NC(C)C)(C)C.[Cl:57][C:58]1[CH:59]=[C:60]([CH:75]=[CH:76][C:77]=1[O:78][CH:79]([CH3:81])[CH3:80])C(OC1C(F)=C(F)C(F)=C(F)C=1F)=O. The catalyst is C(Cl)Cl. The product is [Cl:57][C:58]1[CH:59]=[C:60]([C:6]([NH:8][C@@H:9]([CH2:19][C:20]2[CH:21]=[CH:22][C:23]([C:26]3[N:27]=[C:28]4[C:33]([CH3:34])=[CH:32][CH:31]=[CH:30][N:29]4[CH:35]=3)=[CH:24][CH:25]=2)[CH2:10][CH2:11][C:12]([OH:14])=[O:13])=[O:7])[CH:75]=[CH:76][C:77]=1[O:78][CH:79]([CH3:81])[CH3:80]. The yield is 0.610.